This data is from Peptide-MHC class I binding affinity with 185,985 pairs from IEDB/IMGT. The task is: Regression. Given a peptide amino acid sequence and an MHC pseudo amino acid sequence, predict their binding affinity value. This is MHC class I binding data. (1) The peptide sequence is AFHHRAREL. The MHC is HLA-A03:01 with pseudo-sequence HLA-A03:01. The binding affinity (normalized) is 0. (2) The peptide sequence is ESFHQQSSGI. The MHC is Patr-B0101 with pseudo-sequence Patr-B0101. The binding affinity (normalized) is 0.554. (3) The peptide sequence is ATPYDINQML. The MHC is HLA-A31:01 with pseudo-sequence HLA-A31:01. The binding affinity (normalized) is 0.278. (4) The peptide sequence is ETQSGALEVL. The MHC is HLA-A68:02 with pseudo-sequence HLA-A68:02. The binding affinity (normalized) is 0.625.